From a dataset of Reaction yield outcomes from USPTO patents with 853,638 reactions. Predict the reaction yield, written as a fraction of the theoretical maximum amount of product (1.0 means a 100% yield; for example, 0.34 means a 34% yield). (1) The reactants are C(N(CC)CC)C.[N:8]1[CH:13]=[CH:12][CH:11]=[CH:10][C:9]=1[C:14]#[C:15][C:16]1[CH:17]=[C:18]([CH:22]=[CH:23][C:24]=1[C:25]([F:28])([F:27])[F:26])[C:19]([OH:21])=O.Cl.CN(C)CCCN=C=NCC.ON1C2N=CC=CC=2N=N1.[N:51]1([C:57]2[C:61]3[CH:62]=[CH:63][CH:64]=[CH:65][C:60]=3[O:59][N:58]=2)[CH2:56][CH2:55][NH:54][CH2:53][CH2:52]1. The catalyst is ClCCl. The product is [N:8]1[CH:13]=[CH:12][CH:11]=[CH:10][C:9]=1[C:14]#[C:15][C:16]1[CH:17]=[C:18]([C:19]([N:54]2[CH2:55][CH2:56][N:51]([C:57]3[C:61]4[CH:62]=[CH:63][CH:64]=[CH:65][C:60]=4[O:59][N:58]=3)[CH2:52][CH2:53]2)=[O:21])[CH:22]=[CH:23][C:24]=1[C:25]([F:28])([F:27])[F:26]. The yield is 0.670. (2) The product is [C:1]([C:5]1[CH:6]=[C:7]2[C:12](=[C:13]([F:15])[CH:14]=1)[C:11](=[O:16])[N:10]([C:18]1[C:19]([CH:35]=[O:36])=[C:20]([N:24]3[C:32]4[C:27](=[CH:28][CH:29]=[CH:30][CH:31]=4)[C:26]([C:33]#[N:34])=[CH:25]3)[CH:21]=[CH:22][CH:23]=1)[N:9]=[CH:8]2)([CH3:4])([CH3:2])[CH3:3]. The yield is 0.770. The reactants are [C:1]([C:5]1[CH:6]=[C:7]2[C:12](=[C:13]([F:15])[CH:14]=1)[C:11](=[O:16])[NH:10][N:9]=[CH:8]2)([CH3:4])([CH3:3])[CH3:2].Br[C:18]1[C:19]([CH:35]=[O:36])=[C:20]([N:24]2[C:32]3[C:27](=[CH:28][CH:29]=[CH:30][CH:31]=3)[C:26]([C:33]#[N:34])=[CH:25]2)[CH:21]=[CH:22][CH:23]=1.C(=O)(O)[O-].[Na+]. The catalyst is CS(C)=O.O.ClCCl.[Cu](I)I.